Dataset: Peptide-MHC class II binding affinity with 134,281 pairs from IEDB. Task: Regression. Given a peptide amino acid sequence and an MHC pseudo amino acid sequence, predict their binding affinity value. This is MHC class II binding data. (1) The peptide sequence is KVAATAANAAPANDKFTVFE. The MHC is DRB1_0901 with pseudo-sequence DRB1_0901. The binding affinity (normalized) is 0.503. (2) The peptide sequence is FAVVDLNKMRAVWVD. The MHC is DRB1_1302 with pseudo-sequence DRB1_1302. The binding affinity (normalized) is 0.658.